From a dataset of Forward reaction prediction with 1.9M reactions from USPTO patents (1976-2016). Predict the product of the given reaction. The product is: [NH2:13][C:10]1[C:11]([CH3:12])=[CH:2][CH:3]=[C:4]2[C:9]=1[N:8]=[CH:7][N:6]=[C:5]2[NH:16][C:17]1[CH:24]=[CH:23][C:20]([C:21]#[N:22])=[CH:19][CH:18]=1. Given the reactants Br[C:2]1[CH:3]=[C:4]2[C:9](=[C:10]([N+:13]([O-])=O)[C:11]=1[CH3:12])[N:8]=[CH:7][N:6]=[C:5]2[NH:16][C:17]1[CH:24]=[CH:23][C:20]([C:21]#[N:22])=[CH:19][CH:18]=1.N.CO, predict the reaction product.